This data is from Full USPTO retrosynthesis dataset with 1.9M reactions from patents (1976-2016). The task is: Predict the reactants needed to synthesize the given product. (1) Given the product [CH3:12][C:13]1[O:17][C:16]([CH2:18][CH2:19][OH:20])=[CH:15][CH:14]=1.[CH3:1][C:2]1[CH:7]=[CH:6][C:5]([S:8]([O-:10])(=[O:17])=[O:9])=[CH:4][CH:3]=1, predict the reactants needed to synthesize it. The reactants are: [CH3:1][C:2]1[CH:7]=[CH:6][C:5]([S:8](Cl)(=[O:10])=[O:9])=[CH:4][CH:3]=1.[CH3:12][C:13]1[O:17][C:16]([CH2:18][CH2:19][OH:20])=[CH:15][CH:14]=1. (2) Given the product [C:34]([CH:30]1[C:24]2([CH2:29][CH2:28][CH2:27][CH2:26][CH2:25]2)[CH:8]([C:9]([O:11][CH2:43][C:37]2[CH:42]=[CH:41][CH:40]=[CH:39][CH:38]=2)=[O:10])[C:12](=[O:13])[NH:33][C:31]1=[O:32])#[N:35], predict the reactants needed to synthesize it. The reactants are: C([C:8](CC1C=CC=CC=1)([C:12]([O-])=[O:13])[C:9]([O-:11])=[O:10])C1C=CC=CC=1.[H-].[Na+].[C:24]1(=[C:30]([C:34]#[N:35])[C:31]([NH2:33])=[O:32])[CH2:29][CH2:28][CH2:27][CH2:26][CH2:25]1.Cl.[C:37]1([CH3:43])[CH:42]=[CH:41][CH:40]=[CH:39][CH:38]=1. (3) Given the product [N:32]([C@H:30]1[CH2:31][C@@H:29]1[C:23]1[CH:28]=[CH:27][CH:26]=[CH:25][CH:24]=1)=[C:5]=[O:11], predict the reactants needed to synthesize it. The reactants are: ClC(Cl)(O[C:5](=[O:11])OC(Cl)(Cl)Cl)Cl.O[C@@H]([C@H](O)C(O)=O)C(O)=O.[C:23]1([C@H:29]2[CH2:31][C@@H:30]2[NH2:32])[CH:28]=[CH:27][CH:26]=[CH:25][CH:24]=1.C([O-])(O)=O.[Na+]. (4) Given the product [Cl:2][C:3]1[CH:4]=[CH:5][C:6]([C:9]2[S:10][CH:11]=[C:12]([CH2:14][NH:15][C:21](=[O:22])[C:20]3[CH:24]=[C:25]([C:27]([F:28])([F:29])[F:30])[CH:26]=[C:18]([C:17]([F:16])([F:31])[F:32])[CH:19]=3)[N:13]=2)=[CH:7][CH:8]=1, predict the reactants needed to synthesize it. The reactants are: Cl.[Cl:2][C:3]1[CH:8]=[CH:7][C:6]([C:9]2[S:10][CH:11]=[C:12]([CH2:14][NH2:15])[N:13]=2)=[CH:5][CH:4]=1.[F:16][C:17]([F:32])([F:31])[C:18]1[CH:19]=[C:20]([CH:24]=[C:25]([C:27]([F:30])([F:29])[F:28])[CH:26]=1)[C:21](Cl)=[O:22].C(N(CC)CC)C. (5) The reactants are: CS(O)(=O)=O.[OH-].[Na+].[CH2:8]([O:15][C:16]([N:18]1[CH2:22][CH2:21][C@H:20]([NH:23][C:24]([C@@H:26]2[CH2:31][CH2:30][C@@H:29]([NH:32][O:33][CH2:34][C:35]3[CH:40]=[CH:39][CH:38]=[CH:37][CH:36]=3)[CH2:28][NH:27]2)=[O:25])[CH2:19]1)=[O:17])[C:9]1[CH:14]=[CH:13][CH:12]=[CH:11][CH:10]=1.[C:41]1([CH3:68])[CH:46]=[CH:45][C:44]([C:47]([C@@:49]([C:65]([OH:67])=[O:66])([OH:64])[C@@:50]([C:55]([C:57]2[CH:62]=[CH:61][C:60]([CH3:63])=[CH:59][CH:58]=2)=[O:56])([OH:54])[C:51]([OH:53])=[O:52])=[O:48])=[CH:43][CH:42]=1.C(O)(=O)C(C(C(O)=O)O)O. Given the product [C:41]1([CH3:68])[CH:46]=[CH:45][C:44]([C:47]([C@@:49]([C:65]([OH:67])=[O:66])([OH:64])[C@@:50]([C:55]([C:57]2[CH:58]=[CH:59][C:60]([CH3:63])=[CH:61][CH:62]=2)=[O:56])([OH:54])[C:51]([OH:53])=[O:52])=[O:48])=[CH:43][CH:42]=1.[CH2:8]([O:15][C:16]([N:18]1[CH2:22][CH2:21][C@H:20]([NH:23][C:24]([C@@H:26]2[CH2:31][CH2:30][C@@H:29]([NH:32][O:33][CH2:34][C:35]3[CH:40]=[CH:39][CH:38]=[CH:37][CH:36]=3)[CH2:28][NH:27]2)=[O:25])[CH2:19]1)=[O:17])[C:9]1[CH:14]=[CH:13][CH:12]=[CH:11][CH:10]=1, predict the reactants needed to synthesize it.